This data is from HIV replication inhibition screening data with 41,000+ compounds from the AIDS Antiviral Screen. The task is: Binary Classification. Given a drug SMILES string, predict its activity (active/inactive) in a high-throughput screening assay against a specified biological target. (1) The molecule is CC1(C)CC(=O)C(=CC2CCNC2=S)C(=O)N1. The result is 1 (active). (2) The drug is Cc1cccc(N=Nc2c(C)nn(C(=O)CC(=O)Nc3ccc(Cl)cc3)c2C)c1. The result is 0 (inactive).